This data is from Reaction yield outcomes from USPTO patents with 853,638 reactions. The task is: Predict the reaction yield, written as a fraction of the theoretical maximum amount of product (1.0 means a 100% yield; for example, 0.34 means a 34% yield). (1) The reactants are [CH3:1][O:2][C:3](=[O:24])[CH2:4][C:5]1[N:6]=[C:7]([C:11]2[CH:12]=[N:13][C:14]([S:17][C:18]3[CH:23]=[CH:22][CH:21]=[CH:20][CH:19]=3)=[CH:15][CH:16]=2)[O:8][C:9]=1[CH3:10].[CH:25]([N-]C(C)C)(C)C.[Li+].CN(C)P(N(C)C)(N(C)C)=O.CI. The catalyst is O1CCCC1. The product is [CH3:1][O:2][C:3](=[O:24])[CH:4]([C:5]1[N:6]=[C:7]([C:11]2[CH:12]=[N:13][C:14]([S:17][C:18]3[CH:19]=[CH:20][CH:21]=[CH:22][CH:23]=3)=[CH:15][CH:16]=2)[O:8][C:9]=1[CH3:10])[CH3:25]. The yield is 0.340. (2) The reactants are [F:1][C:2]([F:18])([F:17])[C:3]1[CH:8]=[CH:7][C:6]([C:9]2[N:14]=[CH:13][N:12]=[C:11]([C:15]#[N:16])[CH:10]=2)=[CH:5][CH:4]=1. The catalyst is C(O)C.[Pd]. The product is [F:18][C:2]([F:1])([F:17])[C:3]1[CH:4]=[CH:5][C:6]([C:9]2[N:14]=[CH:13][N:12]=[C:11]([CH2:15][NH2:16])[CH:10]=2)=[CH:7][CH:8]=1. The yield is 0.970. (3) The reactants are [NH:1]1[C:9]2[C:4](=[CH:5][CH:6]=[C:7]([C:10]([OH:12])=[O:11])[CH:8]=2)[CH:3]=[N:2]1.[C:13](=O)([O-])[O-].[Na+].[Na+].IC.C(=O)(O)[O-].[Na+]. The yield is 0.900. The product is [NH:1]1[C:9]2[C:4](=[CH:5][CH:6]=[C:7]([C:10]([O:12][CH3:13])=[O:11])[CH:8]=2)[CH:3]=[N:2]1. The catalyst is CN(C)C=O.